This data is from Full USPTO retrosynthesis dataset with 1.9M reactions from patents (1976-2016). The task is: Predict the reactants needed to synthesize the given product. (1) The reactants are: CN([CH:4]=[O:5])C.P(Br)(Br)[Br:7].[C:10]1(=O)[CH2:15][CH2:14][CH2:13][CH2:12][CH2:11]1.C([O-])(O)=O.[Na+]. Given the product [Br:7][C:10]1[CH2:15][CH2:14][CH2:13][CH2:12][C:11]=1[CH:4]=[O:5], predict the reactants needed to synthesize it. (2) Given the product [CH3:32][O:31][CH2:30][CH2:29][N:10]1[CH:11]=[C:7]([C:1]2[CH:2]=[CH:3][CH:4]=[CH:5][CH:6]=2)[N:8]=[C:9]1[CH2:12][CH2:13][NH:14][C:15](=[O:21])[O:16][C:17]([CH3:18])([CH3:20])[CH3:19], predict the reactants needed to synthesize it. The reactants are: [C:1]1([C:7]2[N:8]=[C:9]([CH2:12][CH2:13][NH:14][C:15](=[O:21])[O:16][C:17]([CH3:20])([CH3:19])[CH3:18])[NH:10][CH:11]=2)[CH:6]=[CH:5][CH:4]=[CH:3][CH:2]=1.C(=O)([O-])[O-].[K+].[K+].Br[CH2:29][CH2:30][O:31][CH3:32].C(OCC)(=O)C.